Predict the reactants needed to synthesize the given product. From a dataset of Full USPTO retrosynthesis dataset with 1.9M reactions from patents (1976-2016). (1) Given the product [F:1][C:2]([C:8]1[CH:9]=[C:10]2[C:15](=[CH:16][CH:17]=1)[N:14]=[CH:13][CH:12]=[CH:11]2)([F:18])[C:3]([O-:5])=[O:4].[Na+:22], predict the reactants needed to synthesize it. The reactants are: [F:1][C:2]([F:18])([C:8]1[CH:9]=[C:10]2[C:15](=[CH:16][CH:17]=1)[N:14]=[CH:13][CH:12]=[CH:11]2)[C:3]([O:5]CC)=[O:4].CO.[OH-].[Na+:22]. (2) Given the product [F:1][C:2]1[CH:3]=[CH:4][C:5]2[N:6]([C:8]([C@@H:11]3[CH2:15][CH2:14][N:13]([CH3:18])[CH2:12]3)=[N:9][N:10]=2)[CH:7]=1, predict the reactants needed to synthesize it. The reactants are: [F:1][C:2]1[CH:3]=[CH:4][C:5]2[N:6]([C:8]([C@@H:11]3[CH2:15][CH2:14][NH:13][CH2:12]3)=[N:9][N:10]=2)[CH:7]=1.C=O.[CH3:18]C(O)=O.[BH-](OC(C)=O)(OC(C)=O)OC(C)=O.[Na+]. (3) Given the product [Cl:53][C:54]1[CH:62]=[C:61]([CH3:63])[C:57]([C:58]([NH:1][CH2:2][CH2:3][C@H:4]([N:6]2[CH2:11][CH2:10][CH:9]([N:12]([CH2:23][C:24]3[CH:25]=[N:26][CH:27]=[CH:28][C:29]=3[CH3:30])[C:13]3[CH:14]=[N:15][C:16]([C:19]([F:22])([F:21])[F:20])=[CH:17][CH:18]=3)[CH2:8][CH2:7]2)[CH3:5])=[O:59])=[C:56]([CH3:64])[N:55]=1, predict the reactants needed to synthesize it. The reactants are: [NH2:1][CH2:2][CH2:3][C@H:4]([N:6]1[CH2:11][CH2:10][CH:9]([N:12]([CH2:23][C:24]2[CH:25]=[N:26][CH:27]=[CH:28][C:29]=2[CH3:30])[C:13]2[CH:14]=[N:15][C:16]([C:19]([F:22])([F:21])[F:20])=[CH:17][CH:18]=2)[CH2:8][CH2:7]1)[CH3:5].CCN=C=NCCCN(C)C.C1C=CC2N(O)N=NC=2C=1.Cl.[Cl:53][C:54]1[CH:62]=[C:61]([CH3:63])[C:57]([C:58](O)=[O:59])=[C:56]([CH3:64])[N:55]=1.CCN(C(C)C)C(C)C. (4) Given the product [CH2:1]([N:5]1[C:10]2=[N:11][N:12]([CH2:25][C:26]3[CH:27]=[CH:28][C:29]([S:32]([NH2:35])(=[O:34])=[O:33])=[CH:30][CH:31]=3)[C:13]([NH:14][C:15]3[CH:16]=[CH:17][CH:18]=[CH:19][CH:20]=3)=[C:9]2[C:8](=[O:21])[N:7]([CH3:22])[C:6]1=[O:23])[CH:2]([CH3:4])[CH3:3], predict the reactants needed to synthesize it. The reactants are: [CH2:1]([N:5]1[C:10]2=[N:11][NH:12][C:13]([NH:14][C:15]3[CH:20]=[CH:19][CH:18]=[CH:17][CH:16]=3)=[C:9]2[C:8](=[O:21])[N:7]([CH3:22])[C:6]1=[O:23])[CH:2]([CH3:4])[CH3:3].Br[CH2:25][C:26]1[CH:31]=[CH:30][C:29]([S:32]([NH2:35])(=[O:34])=[O:33])=[CH:28][CH:27]=1.C(=O)([O-])[O-].[K+].[K+]. (5) The reactants are: [CH3:1][C:2]([NH:27]C(=O)OCC1C=CC=CC=1)([CH3:26])[CH2:3][C:4]1[CH:9]=[CH:8][C:7]([C:10]2[N:14]=[CH:13][N:12]([C:15]3[CH:20]=[CH:19][C:18]([O:21][C:22]([F:25])([F:24])[F:23])=[CH:17][CH:16]=3)[N:11]=2)=[CH:6][CH:5]=1. Given the product [CH3:26][C:2]([NH2:27])([CH3:1])[CH2:3][C:4]1[CH:9]=[CH:8][C:7]([C:10]2[N:14]=[CH:13][N:12]([C:15]3[CH:20]=[CH:19][C:18]([O:21][C:22]([F:23])([F:25])[F:24])=[CH:17][CH:16]=3)[N:11]=2)=[CH:6][CH:5]=1, predict the reactants needed to synthesize it. (6) The reactants are: Br[C:2]1[CH:7]=[C:6]([C:8]([CH3:14])([CH3:13])[C:9]([F:12])([F:11])[F:10])[N:5]=[CH:4][C:3]=1[NH:15][C:16](=[O:44])[CH2:17][C:18]1[CH:23]=[CH:22][C:21]([C:24]2[CH:25]=[N:26][C:27]([O:33]CC3C=CC(OC)=CC=3)=[CH:28][C:29]=2[O:30][CH2:31][CH3:32])=[CH:20][C:19]=1[F:43].C(Cl)[Cl:46]. Given the product [ClH:46].[CH2:31]([O:30][C:29]1[C:24]([C:21]2[CH:22]=[CH:23][C:18]([CH2:17][C:16]([NH:15][C:3]3[CH:4]=[N:5][C:6]([C:8]([CH3:14])([CH3:13])[C:9]([F:11])([F:12])[F:10])=[CH:7][CH:2]=3)=[O:44])=[C:19]([F:43])[CH:20]=2)=[CH:25][NH:26][C:27](=[O:33])[CH:28]=1)[CH3:32], predict the reactants needed to synthesize it.